Dataset: Full USPTO retrosynthesis dataset with 1.9M reactions from patents (1976-2016). Task: Predict the reactants needed to synthesize the given product. (1) Given the product [C:23]1([C:22]([O:25][CH2:1][CH2:2][C:7]2[CH:6]=[CH:5][CH:4]=[CH:3][C:20]=2[CH:19]=[O:21])=[O:24])[CH:6]=[CH:7][CH:2]=[CH:3][CH:4]=1, predict the reactants needed to synthesize it. The reactants are: [CH2:1](Cl)[C:2]1[CH:7]=[CH:6][CH:5]=[CH:4][CH:3]=1.C1N2CN3CN(C2)CN1C3.[CH2:19]([OH:21])[CH3:20].[C:22]([OH:25])(=[O:24])[CH3:23]. (2) Given the product [SH:4][CH:5]1[CH2:6][CH2:7][N:8]([C:11]([O:13][C:14]([CH3:17])([CH3:16])[CH3:15])=[O:12])[CH2:9][CH2:10]1, predict the reactants needed to synthesize it. The reactants are: C([S:4][CH:5]1[CH2:10][CH2:9][N:8]([C:11]([O:13][C:14]([CH3:17])([CH3:16])[CH3:15])=[O:12])[CH2:7][CH2:6]1)(=O)C.CS(OC1CCN(C(OC(C)(C)C)=O)CC1)(=O)=O. (3) Given the product [O:28]1[CH2:29][C@@H:27]1[CH2:26][N:2]1[CH2:3][CH2:4][C:5]2[C:10](=[CH:9][CH:8]=[CH:7][CH:6]=2)[CH2:1]1, predict the reactants needed to synthesize it. The reactants are: [CH2:1]1[C:10]2[C:5](=[CH:6][CH:7]=[CH:8][CH:9]=2)[CH2:4][CH2:3][NH:2]1.[F-].[K+].[N+](C1C=C(S(O[CH2:26][C@H:27]2[CH2:29][O:28]2)(=O)=O)C=CC=1)([O-])=O. (4) The reactants are: [F:1][C:2]1[CH:10]=[CH:9][C:8]([CH2:11][OH:12])=[CH:7][C:3]=1[C:4]([OH:6])=O.C(N(CC)CC)C.[C:20]([O:24][C:25]([N:27]1[CH2:32][CH2:31][NH:30][CH2:29][CH2:28]1)=[O:26])([CH3:23])([CH3:22])[CH3:21].CN(C(ON1N=NC2C=CC=CC1=2)=[N+](C)C)C.F[P-](F)(F)(F)(F)F. Given the product [C:20]([O:24][C:25]([N:27]1[CH2:32][CH2:31][N:30]([C:4](=[O:6])[C:3]2[CH:7]=[C:8]([CH2:11][OH:12])[CH:9]=[CH:10][C:2]=2[F:1])[CH2:29][CH2:28]1)=[O:26])([CH3:23])([CH3:21])[CH3:22], predict the reactants needed to synthesize it.